This data is from Forward reaction prediction with 1.9M reactions from USPTO patents (1976-2016). The task is: Predict the product of the given reaction. (1) The product is: [CH3:1][N:2]1[CH2:6][C:5]23[CH:11]([CH2:12][CH2:13][CH:4]2[CH2:3]1)[C:10]1[CH:14]=[CH:15][C:16]([C:31]2[CH:32]=[CH:33][C:28]([C:26]#[N:27])=[CH:29][CH:30]=2)=[CH:17][C:9]=1[CH2:8][CH2:7]3. Given the reactants [CH3:1][N:2]1[CH2:6][C:5]23[CH:11]([CH2:12][CH2:13][CH:4]2[CH2:3]1)[C:10]1[CH:14]=[CH:15][C:16](OS(C(F)(F)F)(=O)=O)=[CH:17][C:9]=1[CH2:8][CH2:7]3.[C:26]([C:28]1[CH:33]=[CH:32][C:31](B(O)O)=[CH:30][CH:29]=1)#[N:27].C([O-])([O-])=O.[Na+].[Na+], predict the reaction product. (2) The product is: [O:24]1[C:25]2[CH:30]=[CH:29][CH:28]=[CH:27][C:26]=2[C:22]([NH:15][C:12]2[CH:13]=[N:14][C:9]([O:8][C:7]3[C:2]([CH3:1])=[N:3][CH:4]=[CH:5][CH:6]=3)=[CH:10][CH:11]=2)=[N:23]1. Given the reactants [CH3:1][C:2]1[C:7]([O:8][C:9]2[N:14]=[CH:13][C:12]([NH2:15])=[CH:11][CH:10]=2)=[CH:6][CH:5]=[CH:4][N:3]=1.C([Li])CCC.Cl[C:22]1[C:26]2[CH:27]=[CH:28][CH:29]=[CH:30][C:25]=2[O:24][N:23]=1.[Cl-].[NH4+], predict the reaction product.